Task: Regression. Given two drug SMILES strings and cell line genomic features, predict the synergy score measuring deviation from expected non-interaction effect.. Dataset: NCI-60 drug combinations with 297,098 pairs across 59 cell lines (1) Drug 1: CC1CCC2CC(C(=CC=CC=CC(CC(C(=O)C(C(C(=CC(C(=O)CC(OC(=O)C3CCCCN3C(=O)C(=O)C1(O2)O)C(C)CC4CCC(C(C4)OC)OCCO)C)C)O)OC)C)C)C)OC. Drug 2: COCCOC1=C(C=C2C(=C1)C(=NC=N2)NC3=CC=CC(=C3)C#C)OCCOC.Cl. Cell line: EKVX. Synergy scores: CSS=17.0, Synergy_ZIP=-2.91, Synergy_Bliss=4.21, Synergy_Loewe=0.739, Synergy_HSA=3.21. (2) Drug 1: COC1=C(C=C2C(=C1)N=CN=C2NC3=CC(=C(C=C3)F)Cl)OCCCN4CCOCC4. Drug 2: CC1=C2C(C(=O)C3(C(CC4C(C3C(C(C2(C)C)(CC1OC(=O)C(C(C5=CC=CC=C5)NC(=O)C6=CC=CC=C6)O)O)OC(=O)C7=CC=CC=C7)(CO4)OC(=O)C)O)C)OC(=O)C. Cell line: A549. Synergy scores: CSS=46.7, Synergy_ZIP=-4.08, Synergy_Bliss=-2.67, Synergy_Loewe=0.329, Synergy_HSA=3.70. (3) Drug 1: CC1=C(C=C(C=C1)NC2=NC=CC(=N2)N(C)C3=CC4=NN(C(=C4C=C3)C)C)S(=O)(=O)N.Cl. Drug 2: CNC(=O)C1=CC=CC=C1SC2=CC3=C(C=C2)C(=NN3)C=CC4=CC=CC=N4. Cell line: DU-145. Synergy scores: CSS=4.34, Synergy_ZIP=2.78, Synergy_Bliss=8.94, Synergy_Loewe=6.68, Synergy_HSA=6.23. (4) Drug 1: CC1=CC=C(C=C1)C2=CC(=NN2C3=CC=C(C=C3)S(=O)(=O)N)C(F)(F)F. Drug 2: CC(C)NC(=O)C1=CC=C(C=C1)CNNC.Cl. Cell line: T-47D. Synergy scores: CSS=-2.28, Synergy_ZIP=1.99, Synergy_Bliss=1.13, Synergy_Loewe=-1.15, Synergy_HSA=-1.97. (5) Drug 1: CNC(=O)C1=NC=CC(=C1)OC2=CC=C(C=C2)NC(=O)NC3=CC(=C(C=C3)Cl)C(F)(F)F. Drug 2: COC1=C2C(=CC3=C1OC=C3)C=CC(=O)O2. Cell line: LOX IMVI. Synergy scores: CSS=4.32, Synergy_ZIP=7.12, Synergy_Bliss=0.0876, Synergy_Loewe=-0.165, Synergy_HSA=-1.74. (6) Drug 1: C1=NC(=NC(=O)N1C2C(C(C(O2)CO)O)O)N. Drug 2: C1CCC(C(C1)N)N.C(=O)(C(=O)[O-])[O-].[Pt+4]. Cell line: HOP-92. Synergy scores: CSS=26.4, Synergy_ZIP=-4.71, Synergy_Bliss=2.54, Synergy_Loewe=-0.761, Synergy_HSA=2.62. (7) Drug 1: CCCS(=O)(=O)NC1=C(C(=C(C=C1)F)C(=O)C2=CNC3=C2C=C(C=N3)C4=CC=C(C=C4)Cl)F. Drug 2: COC1=CC(=CC(=C1O)OC)C2C3C(COC3=O)C(C4=CC5=C(C=C24)OCO5)OC6C(C(C7C(O6)COC(O7)C8=CC=CS8)O)O. Cell line: HL-60(TB). Synergy scores: CSS=24.9, Synergy_ZIP=-7.00, Synergy_Bliss=-11.3, Synergy_Loewe=-47.5, Synergy_HSA=-15.4.